Dataset: Full USPTO retrosynthesis dataset with 1.9M reactions from patents (1976-2016). Task: Predict the reactants needed to synthesize the given product. (1) Given the product [O:26]1[C:27]2[CH:33]=[CH:32][CH:31]=[CH:30][C:28]=2[N:29]=[C:25]1[C:19]#[C:18][C:14]1[C:15]([F:17])=[CH:16][C:9]([N:4]2[CH2:3][C@H:2]([CH3:1])[O:7][C@H:6]([CH3:8])[CH2:5]2)=[C:10]([CH:13]=1)[CH:11]=[O:12], predict the reactants needed to synthesize it. The reactants are: [CH3:1][C@@H:2]1[O:7][C@H:6]([CH3:8])[CH2:5][N:4]([C:9]2[CH:16]=[C:15]([F:17])[C:14]([C:18]#[C:19][Si](C)(C)C)=[CH:13][C:10]=2[CH:11]=[O:12])[CH2:3]1.Br[C:25]1[O:26][C:27]2[CH:33]=[CH:32][CH:31]=[CH:30][C:28]=2[N:29]=1. (2) Given the product [CH2:17]([O:19][C:20](=[O:35])[CH2:21][O:22][CH2:23]/[CH:24]=[CH:25]\[CH2:26][N:27]1[C@@H:28](/[CH:33]=[CH:5]/[C:4](=[O:3])[CH2:12][CH2:13][CH2:14][CH2:15][CH3:16])[CH2:29][CH2:30][C:31]1=[O:32])[CH3:18], predict the reactants needed to synthesize it. The reactants are: [H-].[Na+].[O:3]=[C:4]([CH2:12][CH2:13][CH2:14][CH2:15][CH3:16])[CH2:5]P(=O)(OC)OC.[CH2:17]([O:19][C:20](=[O:35])[CH2:21][O:22][CH2:23]/[CH:24]=[CH:25]\[CH2:26][N:27]1[C:31](=[O:32])[CH2:30][CH2:29][C@@H:28]1[CH:33]=O)[CH3:18]. (3) Given the product [NH:11]1[CH2:10][CH:9]([NH:8][C:4]2[CH:3]=[C:2]([CH3:1])[CH:7]=[CH:6][N:5]=2)[CH2:12]1, predict the reactants needed to synthesize it. The reactants are: [CH3:1][C:2]1[CH:7]=[CH:6][N:5]=[C:4]([NH:8][CH:9]2[CH2:12][N:11](C(OC(C)(C)C)=O)[CH2:10]2)[CH:3]=1.FC(F)(F)C(O)=O.